Dataset: Forward reaction prediction with 1.9M reactions from USPTO patents (1976-2016). Task: Predict the product of the given reaction. (1) Given the reactants [C:1]1([S:7]([C:10]2[CH:19]=[C:18]3[C:13]([CH:14]([CH2:20][C:21]#[N:22])[CH2:15][CH2:16][O:17]3)=[CH:12][CH:11]=2)(=[O:9])=[O:8])[CH:6]=[CH:5][CH:4]=[CH:3][CH:2]=1.CN(C=O)C, predict the reaction product. The product is: [C:1]1([S:7]([C:10]2[CH:19]=[C:18]3[C:13]([CH:14]([CH2:20][CH2:21][NH2:22])[CH2:15][CH2:16][O:17]3)=[CH:12][CH:11]=2)(=[O:9])=[O:8])[CH:2]=[CH:3][CH:4]=[CH:5][CH:6]=1. (2) Given the reactants Cl.[NH2:2][C:3]([C:7]1[CH:12]=[CH:11][CH:10]=[CH:9][CH:8]=1)([CH3:6])[CH2:4][OH:5].[CH2:13]([O:20][C:21](ON1C(=O)CCC1=O)=[O:22])[C:14]1[CH:19]=[CH:18][CH:17]=[CH:16][CH:15]=1.C(N(CC)CC)C, predict the reaction product. The product is: [OH:5][CH2:4][C:3]([NH:2][C:21](=[O:22])[O:20][CH2:13][C:14]1[CH:19]=[CH:18][CH:17]=[CH:16][CH:15]=1)([C:7]1[CH:12]=[CH:11][CH:10]=[CH:9][CH:8]=1)[CH3:6]. (3) Given the reactants [Cl:1][C:2]1[CH:7]=[C:6]([C:8]([F:11])([F:10])[F:9])[CH:5]=[CH:4][C:3]=1[OH:12].Br[CH2:14][CH2:15][CH2:16][OH:17].O[C:19]1[CH:24]=[CH:23][C:22]([CH:25]([C:31]#[C:32][CH3:33])[CH2:26][C:27]([O:29]C)=[O:28])=[CH:21][CH:20]=1, predict the reaction product. The product is: [Cl:1][C:2]1[CH:7]=[C:6]([C:8]([F:10])([F:11])[F:9])[CH:5]=[CH:4][C:3]=1[O:12][CH2:14][CH2:15][CH2:16][O:17][C:19]1[CH:24]=[CH:23][C:22]([CH:25]([C:31]#[C:32][CH3:33])[CH2:26][C:27]([OH:29])=[O:28])=[CH:21][CH:20]=1.